This data is from Forward reaction prediction with 1.9M reactions from USPTO patents (1976-2016). The task is: Predict the product of the given reaction. (1) Given the reactants [CH:1]([C:5]1[CH:10]=[CH:9][C:8]([N:11]2[C:20](=[O:21])[C:19]3[C:14](=[CH:15][CH:16]=[CH:17][CH:18]=3)[N:13]=[C:12]2[C:22]2[CH:27]=[CH:26][C:25]([OH:28])=[CH:24][CH:23]=2)=[CH:7][CH:6]=1)([CH2:3][CH3:4])[CH3:2].C(=O)([O-])[O-].[K+].[K+].Cl[CH2:36][CH2:37][OH:38], predict the reaction product. The product is: [CH:1]([C:5]1[CH:6]=[CH:7][C:8]([N:11]2[C:20](=[O:21])[C:19]3[C:14](=[CH:15][CH:16]=[CH:17][CH:18]=3)[N:13]=[C:12]2[C:22]2[CH:23]=[CH:24][C:25]([O:28][CH2:36][CH2:37][OH:38])=[CH:26][CH:27]=2)=[CH:9][CH:10]=1)([CH2:3][CH3:4])[CH3:2]. (2) Given the reactants C(OC(=O)[NH:7][CH:8]1[CH2:13][CH2:12][N:11]([C:14]([C:16]2[C:24]3[C:19](=[CH:20][C:21]([Cl:25])=[CH:22][CH:23]=3)[NH:18][CH:17]=2)=[O:15])[CH2:10][CH2:9]1)(C)(C)C.C(O)(C(F)(F)F)=O.C([O-])(O)=O.[Na+], predict the reaction product. The product is: [NH2:7][CH:8]1[CH2:13][CH2:12][N:11]([C:14]([C:16]2[C:24]3[C:19](=[CH:20][C:21]([Cl:25])=[CH:22][CH:23]=3)[NH:18][CH:17]=2)=[O:15])[CH2:10][CH2:9]1. (3) Given the reactants [CH3:1][CH2:2][CH2:3]CCC.[CH2:7]([Li])[CH2:8][CH2:9][CH3:10].[CH2:12]([O:19]C1C=CC=CC=1Br)[C:13]1[CH:18]=[CH:17][CH:16]=[CH:15][CH:14]=1.[F:27][C:28]([F:38])([F:37])[C:29]1[CH:36]=[CH:35][C:32](C=O)=[CH:31][CH:30]=1.[OH2:39], predict the reaction product. The product is: [CH2:7]([O:39][C:18]1[CH:17]=[CH:16][CH:15]=[CH:14][C:13]=1[CH:12]([C:35]1[CH:32]=[CH:31][CH:30]=[C:29]([C:28]([F:27])([F:37])[F:38])[CH:36]=1)[OH:19])[C:8]1[CH:3]=[CH:2][CH:1]=[CH:10][CH:9]=1. (4) Given the reactants [NH2:1][C:2]1[C:6]([CH3:8])([CH3:7])[CH2:5][CH2:4][C:3]=1[C:9]([O:11]C)=O.[C:13](Cl)(Cl)=[O:14].[N:17]1C=CC=CC=1.[NH4+].[OH-], predict the reaction product. The product is: [CH3:8][C:6]1([CH3:7])[C:2]2[NH:1][C:13](=[O:14])[NH:17][C:9](=[O:11])[C:3]=2[CH2:4][CH2:5]1. (5) The product is: [CH2:4]([O:11][C:12]([N:14]1[CH2:18][C@H:17]([CH:19]2[CH2:3][CH2:20]2)[C@H:16]([NH:21][C:22]([O:24][C:25]([CH3:28])([CH3:27])[CH3:26])=[O:23])[CH2:15]1)=[O:13])[C:5]1[CH:6]=[CH:7][CH:8]=[CH:9][CH:10]=1. Given the reactants [N+](=[CH2:3])=[N-].[CH2:4]([O:11][C:12]([N:14]1[CH2:18][C@H:17]([CH:19]=[CH2:20])[C@H:16]([NH:21][C:22]([O:24][C:25]([CH3:28])([CH3:27])[CH3:26])=[O:23])[CH2:15]1)=[O:13])[C:5]1[CH:10]=[CH:9][CH:8]=[CH:7][CH:6]=1, predict the reaction product. (6) Given the reactants [C:1]1([CH:7]([N:14]2[CH2:19][CH2:18][NH:17][CH2:16][CH2:15]2)[C:8]2[CH:13]=[CH:12][CH:11]=[CH:10][CH:9]=2)[CH:6]=[CH:5][CH:4]=[CH:3][CH:2]=1.Br[CH2:21][C:22]([N:24]([C:31]1[CH:36]=[CH:35][CH:34]=[CH:33][CH:32]=1)[C:25]1[CH:30]=[CH:29][CH:28]=[CH:27][CH:26]=1)=[O:23].C([O-])(O)=O.[Na+], predict the reaction product. The product is: [CH:7]([N:14]1[CH2:15][CH2:16][N:17]([CH2:21][C:22]([N:24]([C:31]2[CH:36]=[CH:35][CH:34]=[CH:33][CH:32]=2)[C:25]2[CH:30]=[CH:29][CH:28]=[CH:27][CH:26]=2)=[O:23])[CH2:18][CH2:19]1)([C:8]1[CH:13]=[CH:12][CH:11]=[CH:10][CH:9]=1)[C:1]1[CH:6]=[CH:5][CH:4]=[CH:3][CH:2]=1.